This data is from Forward reaction prediction with 1.9M reactions from USPTO patents (1976-2016). The task is: Predict the product of the given reaction. (1) Given the reactants Br[C:2]1[CH:3]=[C:4]([CH:25]=[CH:26][N:27]=1)[C:5]([NH:7][C:8]1[S:9][C:10]2[C:16]([N:17]3[CH2:22][CH2:21][O:20][CH2:19][CH2:18]3)=[CH:15][CH:14]=[C:13]([O:23][CH3:24])[C:11]=2[N:12]=1)=[O:6].C(=O)([O-])[O-].[Cs+].[Cs+].[CH3:34][NH:35][CH:36]1[CH2:41][CH2:40][CH2:39][CH2:38][CH2:37]1, predict the reaction product. The product is: [CH:36]1([N:35]([CH3:34])[C:2]2[CH:3]=[C:4]([CH:25]=[CH:26][N:27]=2)[C:5]([NH:7][C:8]2[S:9][C:10]3[C:16]([N:17]4[CH2:22][CH2:21][O:20][CH2:19][CH2:18]4)=[CH:15][CH:14]=[C:13]([O:23][CH3:24])[C:11]=3[N:12]=2)=[O:6])[CH2:41][CH2:40][CH2:39][CH2:38][CH2:37]1. (2) Given the reactants [H-].[Na+].C1COCC1.[O:8]=[C:9]1[CH:15]([NH:16][C:17](=[O:23])[O:18][C:19]([CH3:22])([CH3:21])[CH3:20])[CH2:14][S:13][CH2:12][CH2:11][NH:10]1.[F:24][C:25]1[CH:26]=[C:27]([CH:30]=[CH:31][C:32]=1[F:33])[CH2:28]Br, predict the reaction product. The product is: [C:19]([O:18][C:17](=[O:23])[NH:16][CH:15]1[CH2:14][S:13][CH2:12][CH2:11][N:10]([CH2:28][C:27]2[CH:30]=[CH:31][C:32]([F:33])=[C:25]([F:24])[CH:26]=2)[C:9]1=[O:8])([CH3:20])([CH3:22])[CH3:21].